From a dataset of Forward reaction prediction with 1.9M reactions from USPTO patents (1976-2016). Predict the product of the given reaction. (1) Given the reactants [N+]([C:4]1[CH:11]=[CH:10][CH:9]=[C:8]([N+:12]([O-:14])=[O:13])[C:5]=1[C:6]#[N:7])([O-])=O.[CH3:15][O:16][C:17]1[CH:18]=[C:19]([CH:22]=[CH:23][CH:24]=1)[CH2:20][OH:21], predict the reaction product. The product is: [CH3:15][O:16][C:17]1[CH:18]=[C:19]([CH:22]=[CH:23][CH:24]=1)[CH2:20][O:21][C:4]1[CH:11]=[CH:10][CH:9]=[C:8]([N+:12]([O-:14])=[O:13])[C:5]=1[C:6]#[N:7]. (2) Given the reactants [CH2:1]([O:8][C@@H:9]1[C@@:13]([CH:23]=[CH:24][CH2:25][CH2:26][CH3:27])([CH2:14][O:15][CH2:16][C:17]2[CH:22]=[CH:21][CH:20]=[CH:19][CH:18]=2)[O:12][C@@H:11]([N:28]2[CH:36]=[C:34]([CH3:35])[C:32](=[O:33])[NH:31][C:29]2=[O:30])[C:10]1(O)[OH:37])[C:2]1[CH:7]=[CH:6][CH:5]=[CH:4][CH:3]=1.[C:39]([O:42][C:43](=O)[CH3:44])(=O)C.N1[CH:54]=[C:52](C)C(=O)NC1=O.[CH3:55]/[C:56](/O[Si](C)(C)C)=N\[Si](C)(C)C.[Si](O[S:72](C(F)(F)F)(=O)=O)(C)(C)C, predict the reaction product. The product is: [CH2:1]([O:8][C@@H:9]1[C@@:13]([CH:23]=[CH:24][CH2:25][CH2:26][CH3:27])([CH2:14][O:15][CH2:16][C:17]2[CH:22]=[CH:21][CH:20]=[CH:19][CH:18]=2)[O:12][C@@H:11]([N:28]2[CH:36]=[C:34]([CH3:35])[C:32](=[O:33])[NH:31][C:29]2=[O:30])[C@@H:10]1[O:37][C:39]([O:42][C:43]1[CH:44]=[CH:55][CH:56]=[CH:54][CH:52]=1)=[S:72])[C:2]1[CH:3]=[CH:4][CH:5]=[CH:6][CH:7]=1. (3) Given the reactants [N:1]([C:4]([CH3:7])([CH3:6])[CH3:5])=[N+:2]=[N-:3].O=C1O[C@H]([C@H](CO)O)C([O-])=C1O.[Na+].[OH:21][CH2:22][CH2:23][CH2:24][N:25]([CH2:29][C:30]1[N:31]=[N:32][N:33]([CH2:35][CH2:36][CH2:37][CH2:38][C:39]([O:41][CH2:42][CH3:43])=[O:40])[CH:34]=1)[CH2:26][C:27]#[CH:28].O=C1O[C@H]([C@H](CO)O)C([O-])=C1O, predict the reaction product. The product is: [C:4]([N:1]1[CH:28]=[C:27]([CH2:26][N:25]([CH2:29][C:30]2[N:31]=[N:32][N:33]([CH2:35][CH2:36][CH2:37][CH2:38][C:39]([O:41][CH2:42][CH3:43])=[O:40])[CH:34]=2)[CH2:24][CH2:23][CH2:22][OH:21])[N:3]=[N:2]1)([CH3:7])([CH3:6])[CH3:5]. (4) Given the reactants [CH2:1]([CH:3]([CH2:6][CH:7]([CH2:10][CH3:11])[CH2:8][OH:9])[CH2:4][OH:5])[CH3:2].[CH2:12](Br)[CH2:13][CH2:14][CH2:15][CH2:16][CH2:17][CH2:18][CH2:19][CH3:20].[OH-].[Na+], predict the reaction product. The product is: [CH2:12]([O:9][CH2:8][CH:7]([CH2:10][CH3:11])[CH2:6][CH:3]([CH2:1][CH3:2])[CH2:4][OH:5])[CH2:13][CH2:14][CH2:15][CH2:16][CH2:17][CH2:18][CH2:19][CH3:20]. (5) Given the reactants [F:1][C:2]1[CH:7]=[CH:6][C:5](B(O)O)=[CH:4][CH:3]=1.P([O-])([O-])([O-])=O.[K+].[K+].[K+].C(OC(=O)[NH:25][C@@H:26]([CH2:29][NH:30][C:31]1[CH:36]=[CH:35][N:34]=[C:33]([C:37]2[CH:42]=[C:41](Br)[CH:40]=[CH:39][C:38]=2[OH:44])[N:32]=1)[CH2:27][CH3:28])(C)(C)C, predict the reaction product. The product is: [NH2:25][C@H:26]([CH2:27][CH3:28])[CH2:29][NH:30][C:31]1[CH:36]=[CH:35][N:34]=[C:33]([C:37]2[CH:42]=[C:41]([C:5]3[CH:6]=[CH:7][C:2]([F:1])=[CH:3][CH:4]=3)[CH:40]=[CH:39][C:38]=2[OH:44])[N:32]=1. (6) Given the reactants [CH:1]1[C:11]2[CH2:10][CH2:9][C:8]3[CH:12]=[CH:13][CH:14]=[CH:15][C:7]=3[C:6](=[CH:16][C:17]3[CH:22]=[CH:21][C:20]([NH2:23])=[CH:19][CH:18]=3)[C:5]=2[CH:4]=[CH:3][CH:2]=1.[C:24](Cl)(=[O:26])[CH3:25], predict the reaction product. The product is: [CH:1]1[C:11]2[CH2:10][CH2:9][C:8]3[CH:12]=[CH:13][CH:14]=[CH:15][C:7]=3[C:6](=[CH:16][C:17]3[CH:22]=[CH:21][C:20]([NH:23][C:24](=[O:26])[CH3:25])=[CH:19][CH:18]=3)[C:5]=2[CH:4]=[CH:3][CH:2]=1. (7) Given the reactants [NH2:1][C:2]1[C:11]2[CH:10]=[CH:9][C:8]([F:12])=[C:7](Br)[C:6]=2[N:5]=[C:4]2[CH2:14][N:15]([CH:18]3[CH2:20][CH2:19]3)[C:16](=[O:17])[C:3]=12.[F:21][C:22]1[CH:27]=[CH:26][C:25]([O:28][CH3:29])=[CH:24][C:23]=1B(O)O, predict the reaction product. The product is: [NH2:1][C:2]1[C:11]2[CH:10]=[CH:9][C:8]([F:12])=[C:7]([C:23]3[CH:24]=[C:25]([O:28][CH3:29])[CH:26]=[CH:27][C:22]=3[F:21])[C:6]=2[N:5]=[C:4]2[CH2:14][N:15]([CH:18]3[CH2:20][CH2:19]3)[C:16](=[O:17])[C:3]=12. (8) Given the reactants [CH3:1][CH:2]1[O:7][C@H:6]2[CH2:8][C:9]3[CH:10]=[CH:11][CH:12]=[CH:13][C:14]=3[C@H:5]2[NH:4][CH2:3]1.Br[C:16]1[CH:17]=[CH:18][C:19]2[O:20][CH2:21][C:22](=[O:26])[NH:23][C:24]=2[N:25]=1, predict the reaction product. The product is: [CH3:1][C@H:2]1[O:7][C@H:6]2[CH2:8][C:9]3[CH:10]=[CH:11][CH:12]=[CH:13][C:14]=3[C@H:5]2[N:4]([C:16]2[CH:17]=[CH:18][C:19]3[O:20][CH2:21][C:22](=[O:26])[NH:23][C:24]=3[N:25]=2)[CH2:3]1. (9) The product is: [Cl:63][C:57]1[C:56]2[C:61](=[CH:62][C:53]([NH:76][CH2:75][CH2:74][N:68]3[CH2:73][CH2:72][O:71][CH2:70][CH2:69]3)=[C:54]([O:64][CH3:65])[CH:55]=2)[N:60]=[CH:59][CH:58]=1. Given the reactants C1(P(C2C=CC=CC=2)C2C=CC3C(=CC=CC=3)C=2C2C3C(=CC=CC=3)C=CC=2P(C2C=CC=CC=2)C2C=CC=CC=2)C=CC=CC=1.FC(F)(F)S(O[C:53]1[CH:62]=[C:61]2[C:56]([C:57]([Cl:63])=[CH:58][CH:59]=[N:60]2)=[CH:55][C:54]=1[O:64][CH3:65])(=O)=O.[N:68]1([CH2:74][CH2:75][NH2:76])[CH2:73][CH2:72][O:71][CH2:70][CH2:69]1.C(=O)([O-])[O-].[Cs+].[Cs+], predict the reaction product.